This data is from Forward reaction prediction with 1.9M reactions from USPTO patents (1976-2016). The task is: Predict the product of the given reaction. Given the reactants [CH:1]([C:4]1[S:8][C:7]([N:9](COCC[Si](C)(C)C)[S:10]([C:13]2[CH:18]=[CH:17][C:16]([O:19][CH2:20][C:21]3[S:25][C:24]([C:26]4[CH:31]=[CH:30][C:29]([C:32]([F:35])([F:34])[F:33])=[CH:28][CH:27]=4)=[N:23][C:22]=3[CH3:36])=[CH:15][CH:14]=2)(=[O:12])=[O:11])=[N:6][N:5]=1)([CH3:3])[CH3:2].CCCC[N+](CCCC)(CCCC)CCCC.[F-], predict the reaction product. The product is: [CH:1]([C:4]1[S:8][C:7]([NH:9][S:10]([C:13]2[CH:14]=[CH:15][C:16]([O:19][CH2:20][C:21]3[S:25][C:24]([C:26]4[CH:27]=[CH:28][C:29]([C:32]([F:33])([F:34])[F:35])=[CH:30][CH:31]=4)=[N:23][C:22]=3[CH3:36])=[CH:17][CH:18]=2)(=[O:12])=[O:11])=[N:6][N:5]=1)([CH3:3])[CH3:2].